Task: Predict the reaction yield, written as a fraction of the theoretical maximum amount of product (1.0 means a 100% yield; for example, 0.34 means a 34% yield).. Dataset: Reaction yield outcomes from USPTO patents with 853,638 reactions (1) The reactants are [F:1][C:2]1[CH:7]=[CH:6][C:5]([F:8])=[CH:4][C:3]=1[CH:9](O)[C:10]1[CH:11]=[N:12][CH:13]=[CH:14][CH:15]=1.[Cl:17][C:18]1[CH:23]=[CH:22][C:21]([SH:24])=[CH:20][CH:19]=1.C(=O)([O-])[O-].[K+].[K+].C(OCC)C. The yield is 0.960. The product is [Cl:17][C:18]1[CH:23]=[CH:22][C:21]([S:24][CH:9]([C:3]2[CH:4]=[C:5]([F:8])[CH:6]=[CH:7][C:2]=2[F:1])[C:10]2[CH:11]=[N:12][CH:13]=[CH:14][CH:15]=2)=[CH:20][CH:19]=1. The catalyst is S(Cl)(Cl)=O.CN(C)C=O.C(OCC)(=O)C.CCCCCC. (2) The catalyst is C(O)C.N1CCCCC1. The yield is 0.440. The product is [CH2:35]([N:20]([CH2:18][CH3:19])[CH2:21][CH2:22][NH:23][C:24]([C:26]1[C:30]([CH3:31])=[C:29]([CH:32]=[C:10]2[C:9]3[C:13](=[CH:14][CH:15]=[CH:16][C:8]=3[C:5]3[CH:4]=[CH:3][C:2]([Br:1])=[CH:7][CH:6]=3)[NH:12][C:11]2=[O:17])[NH:28][C:27]=1[CH3:34])=[O:25])[CH3:36]. The reactants are [Br:1][C:2]1[CH:7]=[CH:6][C:5]([C:8]2[CH:16]=[CH:15][CH:14]=[C:13]3[C:9]=2[CH2:10][C:11](=[O:17])[NH:12]3)=[CH:4][CH:3]=1.[CH2:18]([N:20]([CH2:35][CH3:36])[CH2:21][CH2:22][NH:23][C:24]([C:26]1[C:30]([CH3:31])=[C:29]([CH:32]=O)[NH:28][C:27]=1[CH3:34])=[O:25])[CH3:19]. (3) The reactants are [Br:1][C:2]1[CH:3]=[N:4][N:5]([CH3:36])[C:6]=1[C:7]1[CH:8]=[C:9]([C:13]([NH:15][C@H:16]([CH2:24][N:25]2C(=O)C3C(=CC=CC=3)C2=O)[CH2:17][CH:18]2[CH2:23][CH2:22][CH2:21][CH2:20][CH2:19]2)=[O:14])[S:10][C:11]=1[Cl:12].NN. The catalyst is O1CCCC1.CO. The product is [NH2:25][CH2:24][C@@H:16]([NH:15][C:13]([C:9]1[S:10][C:11]([Cl:12])=[C:7]([C:6]2[N:5]([CH3:36])[N:4]=[CH:3][C:2]=2[Br:1])[CH:8]=1)=[O:14])[CH2:17][CH:18]1[CH2:19][CH2:20][CH2:21][CH2:22][CH2:23]1. The yield is 0.240. (4) The reactants are C(OC([NH:11][C@H:12]1[CH2:16][CH2:15][N:14]([CH:17]2[CH2:22][CH2:21][N:20]([C:23]([O:25][C:26]([CH3:29])([CH3:28])[CH3:27])=[O:24])[CH2:19][C:18]2([CH3:31])[CH3:30])[C:13]1=[O:32])=O)C1C=CC=CC=1. The catalyst is CO. The product is [NH2:11][C@H:12]1[CH2:16][CH2:15][N:14]([CH:17]2[CH2:22][CH2:21][N:20]([C:23]([O:25][C:26]([CH3:28])([CH3:27])[CH3:29])=[O:24])[CH2:19][C:18]2([CH3:31])[CH3:30])[C:13]1=[O:32]. The yield is 1.00. (5) The reactants are [Cl:1][C:2]1[CH:12]=[CH:11][C:5]2[N:6]=[C:7]([NH:9][NH2:10])[S:8][C:4]=2[CH:3]=1.[C:13]([CH2:21][C:22](OCC)=[O:23])(=O)[C:14]1[CH:19]=[CH:18][CH:17]=[CH:16][CH:15]=1. The catalyst is C(O)C. The product is [Cl:1][C:2]1[CH:12]=[CH:11][C:5]2[N:6]=[C:7]([N:9]3[C:22](=[O:23])[CH:21]=[C:13]([C:14]4[CH:19]=[CH:18][CH:17]=[CH:16][CH:15]=4)[NH:10]3)[S:8][C:4]=2[CH:3]=1. The yield is 0.340. (6) The reactants are C([O:8][CH2:9][CH:10]([NH:19][C:20](=[O:26])[O:21][C:22]([CH3:25])([CH3:24])[CH3:23])[C:11]([N:13]1[CH2:18][CH2:17][O:16][CH2:15][CH2:14]1)=[O:12])C1C=CC=CC=1.CC(O)=O. The catalyst is CO. The product is [OH:8][CH2:9][CH:10]([NH:19][C:20](=[O:26])[O:21][C:22]([CH3:24])([CH3:23])[CH3:25])[C:11]([N:13]1[CH2:18][CH2:17][O:16][CH2:15][CH2:14]1)=[O:12]. The yield is 0.880.